Dataset: Full USPTO retrosynthesis dataset with 1.9M reactions from patents (1976-2016). Task: Predict the reactants needed to synthesize the given product. (1) Given the product [Cl:1][C:2]1[CH:9]=[C:8]([C:20]2[CH:21]=[N:22][CH:23]=[C:24]([F:29])[C:25]=2[CH:26]([OH:28])[CH3:27])[CH:7]=[CH:6][C:3]=1[C:4]#[N:5], predict the reactants needed to synthesize it. The reactants are: [Cl:1][C:2]1[CH:9]=[C:8](B2OC(C)(C)C(C)(C)O2)[CH:7]=[CH:6][C:3]=1[C:4]#[N:5].Br[C:20]1[CH:21]=[N:22][CH:23]=[C:24]([F:29])[C:25]=1[CH:26]([OH:28])[CH3:27].C(Cl)Cl.C([O-])([O-])=O.[Na+].[Na+]. (2) Given the product [Br:3][C:4]1[C:13]2[O:12][C:11]([CH3:14])([CH3:15])[C:10](=[O:16])[N:9]([CH3:22])[C:8]=2[CH:7]=[C:6]([S:17]([CH2:20][CH3:21])(=[O:19])=[O:18])[CH:5]=1, predict the reactants needed to synthesize it. The reactants are: [H-].[Na+].[Br:3][C:4]1[C:13]2[O:12][C:11]([CH3:15])([CH3:14])[C:10](=[O:16])[NH:9][C:8]=2[CH:7]=[C:6]([S:17]([CH2:20][CH3:21])(=[O:19])=[O:18])[CH:5]=1.[CH3:22]I.